Task: Predict the product of the given reaction.. Dataset: Forward reaction prediction with 1.9M reactions from USPTO patents (1976-2016) (1) Given the reactants [Cl:1][C:2]1[CH:7]=[CH:6][C:5]([NH:8][C:9]([C:11]2[CH:16]=[CH:15][C:14](Br)=[CH:13][N:12]=2)=[O:10])=[CH:4][CH:3]=1.C([Li])(C)(C)C.[CH:23]([Si:26]([CH:41]([CH3:43])[CH3:42])([CH:38]([CH3:40])[CH3:39])[N:27]1[C:31]2=[N:32][CH:33]=[CH:34][CH:35]=[C:30]2[C:29]([CH:36]=[O:37])=[CH:28]1)([CH3:25])[CH3:24].O, predict the reaction product. The product is: [Cl:1][C:2]1[CH:7]=[CH:6][C:5]([NH:8][C:9]([C:11]2[CH:16]=[CH:15][C:14]([CH:36]([OH:37])[C:29]3[C:30]4[C:31](=[N:32][CH:33]=[CH:34][CH:35]=4)[N:27]([Si:26]([CH:38]([CH3:40])[CH3:39])([CH:41]([CH3:43])[CH3:42])[CH:23]([CH3:24])[CH3:25])[CH:28]=3)=[CH:13][N:12]=2)=[O:10])=[CH:4][CH:3]=1. (2) Given the reactants [Cl:1][C:2]1[C:11]([C:12]2[CH2:16][C:15]([O:18][CH3:19])([CH3:17])[O:14][N:13]=2)=[C:10]([S:20]([CH3:23])(=[O:22])=[O:21])[CH:9]=[CH:8][C:3]=1[C:4]([O:6]C)=[O:5].[I-].[Li+], predict the reaction product. The product is: [Cl:1][C:2]1[C:11]([C:12]2[CH2:16][C:15]([O:18][CH3:19])([CH3:17])[O:14][N:13]=2)=[C:10]([S:20]([CH3:23])(=[O:21])=[O:22])[CH:9]=[CH:8][C:3]=1[C:4]([OH:6])=[O:5]. (3) Given the reactants [Cl-].[Al+3].[Cl-].[Cl-].[CH2:5]([NH:7][CH2:8][CH3:9])[CH3:6].CO[C:12]([C:14]1[CH:23]=[CH:22][C:21]2[C:16](=[CH:17][CH:18]=[CH:19][C:20]=2[NH2:24])[N:15]=1)=[O:13].O, predict the reaction product. The product is: [CH2:5]([N:7]([CH2:8][CH3:9])[C:12]([C:14]1[CH:23]=[CH:22][C:21]2[C:16](=[CH:17][CH:18]=[CH:19][C:20]=2[NH2:24])[N:15]=1)=[O:13])[CH3:6]. (4) Given the reactants [N+]([C:4]1[CH:5]=[C:6]([C:12]#[N:13])[C:7](=[CH:10][CH:11]=1)[C:8]#[N:9])([O-])=O.[N:14]1[CH:19]=[CH:18][CH:17]=[C:16]([OH:20])[CH:15]=1.C([O-])([O-])=O.[K+].[K+], predict the reaction product. The product is: [N:14]1[CH:19]=[CH:18][CH:17]=[C:16]([O:20][C:4]2[CH:5]=[C:6]([C:12]#[N:13])[C:7](=[CH:10][CH:11]=2)[C:8]#[N:9])[CH:15]=1. (5) Given the reactants Cl[C:2]1[N:24]=[C:5]2[C:6]([C:10]#[C:11][C:12]3[CH:17]=[CH:16][CH:15]=[CH:14][C:13]=3[N:18]([CH3:23])[S:19]([CH3:22])(=[O:21])=[O:20])=[CH:7][CH:8]=[CH:9][N:4]2[N:3]=1.[CH3:25][N:26]1[CH2:31][CH2:30][N:29]([C:32]2[CH:37]=[CH:36][C:35]([NH2:38])=[CH:34][CH:33]=2)[CH2:28][CH2:27]1.C1(P(C2CCCCC2)C2C=CC=CC=2C2C=CC=CC=2P(C2CCCCC2)C2CCCCC2)CCCCC1, predict the reaction product. The product is: [CH3:23][N:18]([C:13]1[CH:14]=[CH:15][CH:16]=[CH:17][C:12]=1[C:11]#[C:10][C:6]1[C:5]2[N:4]([N:3]=[C:2]([NH:38][C:35]3[CH:34]=[CH:33][C:32]([N:29]4[CH2:28][CH2:27][N:26]([CH3:25])[CH2:31][CH2:30]4)=[CH:37][CH:36]=3)[N:24]=2)[CH:9]=[CH:8][CH:7]=1)[S:19]([CH3:22])(=[O:21])=[O:20]. (6) Given the reactants [CH3:1][CH:2]1[CH2:8][CH2:7][N:6]2[C:9](=[O:20])[C:10]3[C:15]4[CH2:16][CH2:17][CH2:18][CH2:19][C:14]=4[S:13][C:11]=3[N:12]=[C:5]2[CH2:4][CH2:3]1.[O-:21]S(OOS([O-])(=O)=O)(=O)=O.[K+].[K+], predict the reaction product. The product is: [CH3:1][CH:2]1[CH2:8][CH2:7][N:6]2[C:9](=[O:20])[C:10]3[C:15]4[CH2:16][CH2:17][CH2:18][C:19](=[O:21])[C:14]=4[S:13][C:11]=3[N:12]=[C:5]2[CH2:4][CH2:3]1. (7) Given the reactants C([O:8][C:9]1[CH:10]=[CH:11][C:12]([C@@H:20]([O:35][Si:36]([C:39]([CH3:42])([CH3:41])[CH3:40])([CH3:38])[CH3:37])[CH2:21][NH:22][C:23]([CH3:34])([CH3:33])[CH2:24][C:25]2[CH:30]=[CH:29][CH:28]=[C:27]([CH2:31][OH:32])[CH:26]=2)=[C:13]2[C:18]=1[NH:17][C:16](=[O:19])[CH:15]=[CH:14]2)C1C=CC=CC=1.[H][H], predict the reaction product. The product is: [Si:36]([O:35][C@H:20]([C:12]1[CH:11]=[CH:10][C:9]([OH:8])=[C:18]2[C:13]=1[CH:14]=[CH:15][C:16](=[O:19])[NH:17]2)[CH2:21][NH:22][C:23]([CH3:34])([CH3:33])[CH2:24][C:25]1[CH:30]=[CH:29][CH:28]=[C:27]([CH2:31][OH:32])[CH:26]=1)([C:39]([CH3:40])([CH3:41])[CH3:42])([CH3:38])[CH3:37]. (8) Given the reactants [OH:1][C:2]1[CH:3]=[C:4]([C:8](=O)[CH3:9])[CH:5]=[CH:6][CH:7]=1.[CH2:11]([NH2:14])[CH2:12][NH2:13].[BH4-].[Na+].Cl, predict the reaction product. The product is: [NH2:13][CH2:12][CH2:11][NH:14][CH:8]([C:4]1[CH:3]=[C:2]([OH:1])[CH:7]=[CH:6][CH:5]=1)[CH3:9]. (9) Given the reactants Cl[C:2]1[C:11]([Cl:12])=[N:10][C:9]2[C:4](=[CH:5][CH:6]=[CH:7][CH:8]=2)[N:3]=1.[CH3:13][C:14]1[CH:15]=[C:16]([S:20]([NH2:23])(=[O:22])=[O:21])[CH:17]=[CH:18][CH:19]=1.C([O-])([O-])=O.[K+].[K+], predict the reaction product. The product is: [Cl:12][C:11]1[C:2]([NH:23][S:20]([C:16]2[CH:17]=[CH:18][CH:19]=[C:14]([CH3:13])[CH:15]=2)(=[O:21])=[O:22])=[N:3][C:4]2[C:9]([N:10]=1)=[CH:8][CH:7]=[CH:6][CH:5]=2.